Dataset: Catalyst prediction with 721,799 reactions and 888 catalyst types from USPTO. Task: Predict which catalyst facilitates the given reaction. Reactant: [CH2:1]([O:3][C:4](=[O:28])[CH:5]([C:13]1[NH:14][C:15]2[C:20]([C:21]=1[S:22][C:23]([CH3:26])([CH3:25])[CH3:24])=[CH:19][C:18]([OH:27])=[CH:17][CH:16]=2)[CH2:6][C:7]1[CH:12]=[CH:11][CH:10]=[CH:9][CH:8]=1)[CH3:2].Cl.[N:30]1[CH:35]=[CH:34][CH:33]=[CH:32][C:31]=1[CH2:36]Cl.C(=O)([O-])[O-].[Cs+].[Cs+]. Product: [CH2:1]([O:3][C:4](=[O:28])[CH:5]([C:13]1[NH:14][C:15]2[C:20]([C:21]=1[S:22][C:23]([CH3:24])([CH3:26])[CH3:25])=[CH:19][C:18]([O:27][CH2:36][C:31]1[CH:32]=[CH:33][CH:34]=[CH:35][N:30]=1)=[CH:17][CH:16]=2)[CH2:6][C:7]1[CH:8]=[CH:9][CH:10]=[CH:11][CH:12]=1)[CH3:2]. The catalyst class is: 144.